From a dataset of Forward reaction prediction with 1.9M reactions from USPTO patents (1976-2016). Predict the product of the given reaction. (1) Given the reactants [CH2:1]([N:8]1CCN(C2SC(C(O)=O)=C(C)N=2)C1=O)[C:2]1[CH:7]=[CH:6][CH:5]=[CH:4][CH:3]=1.[CH3:23][C:24]1[N:25]=[C:26]([N:32]2[CH2:36][CH2:35][N:34]([CH2:37][C:38]3[CH:43]=[CH:42][C:41]([O:44][C:45]([F:48])([F:47])[F:46])=[CH:40][CH:39]=3)[C:33]2=[O:49])[S:27][C:28]=1[C:29]([OH:31])=O.C(N)C1C=CC=CC=1, predict the reaction product. The product is: [CH2:1]([NH:8][C:29]([C:28]1[S:27][C:26]([N:32]2[CH2:36][CH2:35][N:34]([CH2:37][C:38]3[CH:39]=[CH:40][C:41]([O:44][C:45]([F:47])([F:46])[F:48])=[CH:42][CH:43]=3)[C:33]2=[O:49])=[N:25][C:24]=1[CH3:23])=[O:31])[C:2]1[CH:7]=[CH:6][CH:5]=[CH:4][CH:3]=1. (2) Given the reactants [Cl:1][C:2]1[N:7]=[C:6]([N:8](C(OC(C)(C)C)=O)[N:9](C(OC(C)(C)C)=O)C(OC(C)(C)C)=O)[C:5]([F:31])=[C:4]([N:32]2[CH2:35][C:34](C)(N3CCCC3)C2)[N:3]=1.[CH3:42]O, predict the reaction product. The product is: [Cl:1][C:2]1[N:3]=[C:4]([NH:32][CH:35]([CH3:34])[CH3:42])[C:5]([F:31])=[C:6]([NH:8][NH2:9])[N:7]=1. (3) Given the reactants O[CH2:2][CH2:3][NH:4][C:5]([C:7]1[C:12]([O:13][CH2:14][C:15]2[CH:20]=[CH:19][CH:18]=[CH:17][CH:16]=2)=[C:11]([OH:21])[N:10]=[C:9]([CH2:22][C:23]2([C:28]3[C:37]4[C:32](=[CH:33][CH:34]=[CH:35][CH:36]=4)[CH:31]=[CH:30][CH:29]=3)[CH2:27][CH2:26][CH2:25][CH2:24]2)[N:8]=1)=[O:6].N(C(OC(C)C)=O)=NC(OC(C)C)=O.C1(P(C2C=CC=CC=2)C2C=CC=CC=2)C=CC=CC=1.C(OCC)(=O)C, predict the reaction product. The product is: [CH2:14]([O:13][C:12]1[C:11](=[O:21])[N:10]=[C:9]([CH2:22][C:23]2([C:28]3[C:37]4[C:32](=[CH:33][CH:34]=[CH:35][CH:36]=4)[CH:31]=[CH:30][CH:29]=3)[CH2:27][CH2:26][CH2:25][CH2:24]2)[N:8]2[CH2:2][CH2:3][NH:4][C:5](=[O:6])[C:7]=12)[C:15]1[CH:16]=[CH:17][CH:18]=[CH:19][CH:20]=1. (4) Given the reactants [NH2:1][C:2]1[CH:7]=[CH:6][C:5]([C:8]2[N:9]=[C:10]([N:22]3[CH2:27][CH2:26][O:25][CH2:24][C@@H:23]3[CH3:28])[C:11]3[CH2:17][CH2:16][N:15]([C:18](=[O:21])[CH2:19][CH3:20])[CH2:14][C:12]=3[N:13]=2)=[CH:4][CH:3]=1.O1CCOCC1.C(N(CC)CC)C.[C:42](Cl)(Cl)=[O:43].[CH2:46]([CH2:48][NH2:49])[OH:47], predict the reaction product. The product is: [OH:47][CH2:46][CH2:48][NH:49][C:42]([NH:1][C:2]1[CH:3]=[CH:4][C:5]([C:8]2[N:9]=[C:10]([N:22]3[CH2:27][CH2:26][O:25][CH2:24][C@@H:23]3[CH3:28])[C:11]3[CH2:17][CH2:16][N:15]([C:18](=[O:21])[CH2:19][CH3:20])[CH2:14][C:12]=3[N:13]=2)=[CH:6][CH:7]=1)=[O:43].